From a dataset of Catalyst prediction with 721,799 reactions and 888 catalyst types from USPTO. Predict which catalyst facilitates the given reaction. (1) Reactant: [N:1]1([CH:6]=[O:7])[CH2:5][CH2:4][CH2:3][CH2:2]1.[Cl:8][C:9]1[CH:10]=[C:11]([CH:15]=[C:16]([Cl:18])[N:17]=1)C(O)=O.[Li+].CC([N-]C(C)C)C.[CH:27](OCC)=[O:28]. Product: [Cl:18][C:16]1[C:15]([CH:27]=[O:28])=[C:11]([C:6]([N:1]2[CH2:5][CH2:4][CH2:3][CH2:2]2)=[O:7])[CH:10]=[C:9]([Cl:8])[N:17]=1. The catalyst class is: 1. (2) Reactant: [OH:1][C:2]1[CH:3]=[C:4]2[C:9](=[CH:10][CH:11]=1)[CH:8]=[C:7]([C:12]([OH:14])=O)[CH:6]=[CH:5]2.[CH2:15]([NH2:22])[C:16]1[CH:21]=[CH:20][CH:19]=[CH:18][CH:17]=1.C(Cl)CCl. Product: [OH:1][C:2]1[CH:3]=[C:4]2[C:9](=[CH:10][CH:11]=1)[CH:8]=[C:7]([C:12]([NH:22][CH2:15][C:16]1[CH:21]=[CH:20][CH:19]=[CH:18][CH:17]=1)=[O:14])[CH:6]=[CH:5]2. The catalyst class is: 3. (3) Reactant: [Br:1][C:2]1[CH:3]=[CH:4][C:5]([N+:10]([O-:12])=[O:11])=[C:6]([CH2:8][NH2:9])[CH:7]=1.[C:13](OC(=O)C)(=[O:15])[CH3:14].C(OCC)(=O)C. Product: [Br:1][C:2]1[CH:3]=[CH:4][C:5]([N+:10]([O-:12])=[O:11])=[C:6]([CH:7]=1)[CH2:8][NH:9][C:13](=[O:15])[CH3:14]. The catalyst class is: 17. (4) Reactant: [OH:1][CH2:2][C:3]([C:5]1[CH:10]=[CH:9][C:8]([Cl:11])=[C:7]([Cl:12])[CH:6]=1)=O.[C-]#[N:14].[K+].C[CH:17]([OH:19])C. Product: [Cl:12][C:7]1[CH:6]=[C:5]([C:3]2[NH:14][C:17](=[O:19])[O:1][CH:2]=2)[CH:10]=[CH:9][C:8]=1[Cl:11]. The catalyst class is: 15. (5) Reactant: [C:1]([O:5][C:6]([N:8]1[C@H:17]([C:18](O)=[O:19])[CH2:16][C:15]2[C:10](=[CH:11][C:12]([N+:21]([O-:23])=[O:22])=[CH:13][CH:14]=2)[CH2:9]1)=[O:7])([CH3:4])([CH3:3])[CH3:2].C1C=CC2N(O)N=NC=2C=1.[CH:34]1([O:39][C:40](=[O:47])[C@H:41]([CH2:43][CH:44]([CH3:46])[CH3:45])[NH2:42])[CH2:38][CH2:37][CH2:36][CH2:35]1.C(N(CC)CC)C.CCN=C=NCCCN(C)C.Cl. Product: [C:1]([O:5][C:6]([N:8]1[C@H:17]([C:18](=[O:19])[NH:42][C@H:41]([C:40]([O:39][CH:34]2[CH2:35][CH2:36][CH2:37][CH2:38]2)=[O:47])[CH2:43][CH:44]([CH3:46])[CH3:45])[CH2:16][C:15]2[C:10](=[CH:11][C:12]([N+:21]([O-:23])=[O:22])=[CH:13][CH:14]=2)[CH2:9]1)=[O:7])([CH3:2])([CH3:3])[CH3:4]. The catalyst class is: 2. (6) Reactant: CS([O:5][CH2:6][CH2:7][CH2:8][C:9]1[O:13][N:12]=[C:11]([C:14]2[CH:19]=[CH:18][C:17]([C:20]([F:23])([F:22])[F:21])=[CH:16][CH:15]=2)[CH:10]=1)(=O)=O.[I-].[Na+].O[C:27]1[CH:28]=[C:29]([CH:34]=[CH:35][CH:36]=1)[C:30]([O:32]C)=[O:31].C(=O)([O-])[O-].[K+].[K+].Cl. Product: [F:21][C:20]([F:23])([F:22])[C:17]1[CH:18]=[CH:19][C:14]([C:11]2[CH:10]=[C:9]([CH2:8][CH2:7][CH2:6][O:5][C:27]3[CH:28]=[C:29]([CH:34]=[CH:35][CH:36]=3)[C:30]([OH:32])=[O:31])[O:13][N:12]=2)=[CH:15][CH:16]=1. The catalyst class is: 9. (7) The catalyst class is: 10. Reactant: [NH:1]1[C:5]2=[N:6][CH:7]=[CH:8][CH:9]=[C:4]2[CH:3]=[CH:2]1.[CH:10](=[O:13])[CH:11]=[CH2:12]. Product: [N:1]1([CH2:12][CH2:11][CH:10]=[O:13])[C:5]2=[N:6][CH:7]=[CH:8][CH:9]=[C:4]2[CH:3]=[CH:2]1.